Predict the reactants needed to synthesize the given product. From a dataset of Full USPTO retrosynthesis dataset with 1.9M reactions from patents (1976-2016). (1) Given the product [NH2:3][C:2]1[S:1][C:7]2[C:8]([N+:26]([O-:28])=[O:27])=[C:9]([O:10][C:11]3[CH:12]=[C:13]([NH:17][C:18](=[O:23])[C:19]([F:22])([F:20])[F:21])[CH:14]=[CH:15][CH:16]=3)[CH:24]=[CH:25][C:6]=2[N:5]=1, predict the reactants needed to synthesize it. The reactants are: [S-:1][C:2]#[N:3].[K+].[NH2:5][C:6]1[CH:25]=[CH:24][C:9]([O:10][C:11]2[CH:12]=[C:13]([NH:17][C:18](=[O:23])[C:19]([F:22])([F:21])[F:20])[CH:14]=[CH:15][CH:16]=2)=[C:8]([N+:26]([O-:28])=[O:27])[CH:7]=1.BrBr. (2) Given the product [OH2:1].[OH:1][C@H:2]1[O:21][C@H:20]([CH2:22][OH:23])[C@@H:7]([O:8][C@@H:9]2[O:17][C@H:16]([CH2:18][OH:19])[C@H:14]([OH:15])[C@H:12]([OH:13])[C@H:10]2[OH:11])[C@H:5]([OH:6])[C@H:3]1[OH:4], predict the reactants needed to synthesize it. The reactants are: [OH:1][C@H:2]1[O:21][C@H:20]([CH2:22][OH:23])[C@@H:7]([O:8][C@@H:9]2[O:17][C@H:16]([CH2:18][OH:19])[C@H:14]([OH:15])[C@H:12]([OH:13])[C@H:10]2[OH:11])[C@H:5]([OH:6])[C@H:3]1[OH:4]. (3) Given the product [Br:16][C:17]1[CH:22]=[CH:21][C:20]([CH2:23][C:12]([C:11]2[C:6]3[O:5][CH2:4][C:3](=[O:15])[N:2]([CH3:1])[C:7]=3[CH:8]=[CH:9][CH:10]=2)=[O:14])=[C:19]([Cl:25])[CH:18]=1, predict the reactants needed to synthesize it. The reactants are: [CH3:1][N:2]1[C:7]2[CH:8]=[CH:9][CH:10]=[C:11]([C:12]([OH:14])=O)[C:6]=2[O:5][CH2:4][C:3]1=[O:15].[Br:16][C:17]1[CH:22]=[CH:21][C:20]([CH2:23]Br)=[C:19]([Cl:25])[CH:18]=1. (4) Given the product [Cl:2][C:3]1[CH:4]=[C:5]2[C:9](=[CH:10][CH:11]=1)[NH:8][CH:7]=[C:6]2[CH2:12][CH2:13][NH:14][C:28]([C:25]1[CH:24]=[C:23]([NH:22][C:20](=[O:21])[O:19][C:15]([CH3:17])([CH3:16])[CH3:18])[O:27][N:26]=1)=[O:29], predict the reactants needed to synthesize it. The reactants are: Cl.[Cl:2][C:3]1[CH:4]=[C:5]2[C:9](=[CH:10][CH:11]=1)[NH:8][CH:7]=[C:6]2[CH2:12][CH2:13][NH2:14].[C:15]([O:19][C:20]([NH:22][C:23]1[O:27][N:26]=[C:25]([C:28](O)=[O:29])[CH:24]=1)=[O:21])([CH3:18])([CH3:17])[CH3:16].CN(C(ON1N=NC2C=CC=NC1=2)=[N+](C)C)C.F[P-](F)(F)(F)(F)F.C(N(CC)C(C)C)(C)C. (5) Given the product [Cl:1][C:2]1[N:3]=[C:4]([N:11]2[CH2:16][CH2:15][O:14][CH:13]([CH2:17][NH:18][C:26](=[O:33])[C:27]3[CH:32]=[CH:31][CH:30]=[CH:29][CH:28]=3)[CH2:12]2)[C:5]2[S:10][CH:9]=[CH:8][C:6]=2[N:7]=1, predict the reactants needed to synthesize it. The reactants are: [Cl:1][C:2]1[N:3]=[C:4]([N:11]2[CH2:16][CH2:15][O:14][CH:13]([CH2:17][NH2:18])[CH2:12]2)[C:5]2[S:10][CH:9]=[CH:8][C:6]=2[N:7]=1.CCN(CC)CC.[C:26](Cl)(=[O:33])[C:27]1[CH:32]=[CH:31][CH:30]=[CH:29][CH:28]=1. (6) Given the product [CH3:19][O:18][C:16]1[CH:17]=[C:12]([CH2:11][S:9][C:6]2[CH:7]=[CH:8][C:3]([O:2][CH3:1])=[CH:4][CH:5]=2)[CH:13]=[C:14]([O:22][CH3:23])[C:15]=1[O:20][CH3:21], predict the reactants needed to synthesize it. The reactants are: [CH3:1][O:2][C:3]1[CH:8]=[CH:7][C:6]([SH:9])=[CH:5][CH:4]=1.Cl[CH2:11][C:12]1[CH:13]=[C:14]([O:22][CH3:23])[C:15]([O:20][CH3:21])=[C:16]([O:18][CH3:19])[CH:17]=1.ClCC1C=CC(OC)=CC=1. (7) Given the product [F:36][C:31]1[CH:32]=[CH:33][CH:34]=[CH:35][C:30]=1[C:27]1[N:26]=[CH:25][C:24]([C:20]2[S:21][C:22]([CH3:23])=[C:18]([CH:17]([CH3:39])[CH2:16][O:15][C:12]3[CH:13]=[CH:14][C:9]([CH2:8][CH2:7][C:6]([OH:5])=[O:38])=[C:10]([CH3:37])[CH:11]=3)[N:19]=2)=[CH:29][CH:28]=1, predict the reactants needed to synthesize it. The reactants are: C([O:5][C:6](=[O:38])[CH2:7][CH2:8][C:9]1[CH:14]=[CH:13][C:12]([O:15][CH2:16][CH2:17][C:18]2[N:19]=[C:20]([C:24]3[CH:25]=[N:26][C:27]([C:30]4[CH:35]=[CH:34][CH:33]=[CH:32][C:31]=4[F:36])=[CH:28][CH:29]=3)[S:21][C:22]=2[CH3:23])=[CH:11][C:10]=1[CH3:37])(C)(C)C.[C:39](O)(C(F)(F)F)=O. (8) Given the product [Cl:1][C:2]1[CH:18]=[CH:17][CH:16]=[C:15]([F:19])[C:3]=1[C:4]1[S:22][C:7]2[CH:8]=[N:9][CH:10]=[C:11]([F:12])[C:6]=2[N:5]=1, predict the reactants needed to synthesize it. The reactants are: [Cl:1][C:2]1[CH:18]=[CH:17][CH:16]=[C:15]([F:19])[C:3]=1[C:4](Cl)=[N:5][C:6]1[C:11]([F:12])=[CH:10][N:9]=[CH:8][C:7]=1F.NC(N)=[S:22].N1C=CC=CC=1.CCN(CC)CC. (9) Given the product [C:1]([O:19][CH2:18][C:17]([CH3:20])([CH3:21])[CH2:16][N:15]1[C:9]2[CH:8]=[CH:7][C:6]([Cl:5])=[CH:52][C:10]=2[C@@H:11]([C:42]2[CH:47]=[CH:46][CH:45]=[C:44]([O:48][CH3:49])[C:43]=2[O:50][CH3:51])[O:12][C@H:13]([CH2:23][C:24]([NH:26][C:27]2[C:28]([O:40][CH3:41])=[C:29]([O:38][CH3:39])[CH:30]=[C:31]([CH2:33][CH2:34][C:35]([OH:37])=[O:36])[CH:32]=2)=[O:25])[C:14]1=[O:22])(=[O:3])[CH3:2], predict the reactants needed to synthesize it. The reactants are: [C:1](Cl)(=[O:3])[CH3:2].[Cl:5][C:6]1[CH:7]=[CH:8][C:9]2[N:15]([CH2:16][C:17]([CH3:21])([CH3:20])[CH2:18][OH:19])[C:14](=[O:22])[C@@H:13]([CH2:23][C:24]([NH:26][C:27]3[C:28]([O:40][CH3:41])=[C:29]([O:38][CH3:39])[CH:30]=[C:31]([CH2:33][CH2:34][C:35]([OH:37])=[O:36])[CH:32]=3)=[O:25])[O:12][C@H:11]([C:42]3[CH:47]=[CH:46][CH:45]=[C:44]([O:48][CH3:49])[C:43]=3[O:50][CH3:51])[C:10]=2[CH:52]=1.N1C=CC=CC=1.C(OCC)(=O)C.